This data is from Catalyst prediction with 721,799 reactions and 888 catalyst types from USPTO. The task is: Predict which catalyst facilitates the given reaction. Reactant: [CH3:1][O:2][C:3]1[CH:28]=[CH:27][C:6]([C:7]([NH:9][C:10]2[N:18]=[CH:17][N:16]=[C:15]3[C:11]=2[N:12]=[CH:13][N:14]3[CH2:19][C:20](OC(C)(C)C)=[O:21])=[O:8])=[CH:5][CH:4]=1.C(O)(C(F)(F)F)=O. Product: [CH3:1][O:2][C:3]1[CH:4]=[CH:5][C:6]([C:7]([NH:9][C:10]2[N:18]=[CH:17][N:16]=[C:15]3[C:11]=2[N:12]=[CH:13][N:14]3[CH:19]=[C:20]=[O:21])=[O:8])=[CH:27][CH:28]=1. The catalyst class is: 4.